This data is from Catalyst prediction with 721,799 reactions and 888 catalyst types from USPTO. The task is: Predict which catalyst facilitates the given reaction. (1) Reactant: [CH:1]1([CH2:4][N:5]2[C:13]3[N:12]=[C:11]([CH2:14][C:15]4[CH:20]=[CH:19][C:18]([NH2:21])=[CH:17][CH:16]=4)[NH:10][C:9]=3[C:8](=[O:22])[N:7]([CH2:23][C:24]3[CH:29]=[CH:28][CH:27]=[CH:26][C:25]=3[F:30])[C:6]2=[O:31])[CH2:3][CH2:2]1.[CH3:32][C:33]([CH3:35])=O.C([BH3-])#N.[Na+].C(O)(=O)C. Product: [CH:1]1([CH2:4][N:5]2[C:13]3[N:12]=[C:11]([CH2:14][C:15]4[CH:16]=[CH:17][C:18]([NH:21][CH:33]([CH3:35])[CH3:32])=[CH:19][CH:20]=4)[NH:10][C:9]=3[C:8](=[O:22])[N:7]([CH2:23][C:24]3[CH:29]=[CH:28][CH:27]=[CH:26][C:25]=3[F:30])[C:6]2=[O:31])[CH2:3][CH2:2]1. The catalyst class is: 217. (2) Reactant: [Cl:1][C:2]1[CH:31]=[CH:30][CH:29]=[C:28]([C:32]([F:35])([F:34])[F:33])[C:3]=1[C:4]([N:6]1[C:14]2[C:9](=[C:10]([F:15])[CH:11]=[CH:12][CH:13]=2)[C:8]([C:16]2[CH2:21][CH2:20][CH:19]([C:22]([O:24]CC)=[O:23])[CH:18]([OH:27])[CH:17]=2)=[N:7]1)=[O:5].O[Li].O.CC(=O)OCC. Product: [Cl:1][C:2]1[CH:31]=[CH:30][CH:29]=[C:28]([C:32]([F:33])([F:35])[F:34])[C:3]=1[C:4]([N:6]1[C:14]2[C:9](=[C:10]([F:15])[CH:11]=[CH:12][CH:13]=2)[C:8]([C:16]2[CH2:21][CH2:20][CH:19]([C:22]([OH:24])=[O:23])[CH:18]([OH:27])[CH:17]=2)=[N:7]1)=[O:5]. The catalyst class is: 20. (3) Reactant: C(OC([NH:8][C@H:9]1[CH2:14][C@@H:13]([C:15]2[CH:20]=[CH:19][CH:18]=[C:17]([O:21][CH3:22])[CH:16]=2)[O:12][C@@H:11]([C:23]2[CH:24]=[C:25]([CH:30]=[CH:31][CH:32]=2)[C:26]([O:28]C)=[O:27])[CH2:10]1)=O)(C)(C)C.F[C:34](F)(F)[C:35](O)=O.CCOC(C)=O.Cl. Product: [NH2:8][C@H:9]1[CH2:14][C@@H:13]([C:15]2[CH:20]=[CH:19][CH:18]=[C:17]([O:21][CH3:22])[CH:16]=2)[O:12][C@@H:11]([C:23]2[CH:24]=[C:25]([CH:30]=[CH:31][CH:32]=2)[C:26]([O:28][CH2:34][CH3:35])=[O:27])[CH2:10]1. The catalyst class is: 4. (4) Reactant: [CH3:1][N:2]1[CH2:7][CH2:6][CH:5]([OH:8])[CH2:4][CH2:3]1.[CH3:9]C(C)([O-])C.[K+].CS(C)=O.[C:19]([C:21]1[C:22]([NH:38][C:39]2[CH:40]=[C:41]([CH:46]=[CH:47][C:48]=2[CH3:49])[C:42]([NH:44][CH3:45])=[O:43])=N[C:24](S(C)(=O)=O)=[N:25][C:26]=1[N:27]([CH2:29][C:30]([CH3:33])([CH3:32])[CH3:31])[CH3:28])#[N:20]. Product: [C:19]([C:21]1[C:26]([N:27]([CH2:29][C:30]([CH3:31])([CH3:32])[CH3:33])[CH3:28])=[N:25][C:24]([O:8][CH:5]2[CH2:6][CH2:7][N:2]([CH3:1])[CH2:3][CH2:4]2)=[CH:9][C:22]=1[NH:38][C:39]1[CH:40]=[C:41]([CH:46]=[CH:47][C:48]=1[CH3:49])[C:42]([NH:44][CH3:45])=[O:43])#[N:20]. The catalyst class is: 13.